From a dataset of Forward reaction prediction with 1.9M reactions from USPTO patents (1976-2016). Predict the product of the given reaction. (1) The product is: [O:33]1[C:37]2[CH:38]=[CH:39][C:40]([CH:42]([CH:46]3[CH2:51][CH2:50][N:49]([CH3:52])[CH2:48][CH2:47]3)[C:43]([NH:26][NH:18][C:19]3[CH:24]=[C:23]([Cl:32])[CH:22]=[C:53]([Cl:55])[CH:20]=3)=[O:45])=[CH:41][C:36]=2[O:35][CH2:34]1. Given the reactants CCN(C(C)C)C(C)C.CN(C(O[N:18]1[N:26]=N[C:20]2C=[CH:22][CH:23]=[CH:24][C:19]1=2)=[N+](C)C)C.[B-](F)(F)(F)F.[ClH:32].[O:33]1[C:37]2[CH:38]=[CH:39][C:40]([CH:42]([CH:46]3[CH2:51][CH2:50][N:49]([CH3:52])[CH2:48][CH2:47]3)[C:43]([OH:45])=O)=[CH:41][C:36]=2[O:35][CH2:34]1.[CH2:53]([Cl:55])Cl, predict the reaction product. (2) Given the reactants [Br:1][C:2]1[CH:14]=[CH:13][C:12]2[C:11]3[C:6](=[CH:7][CH:8]=[CH:9][CH:10]=3)[NH:5][C:4]=2[CH:3]=1.[CH:15]([C:18]1[CH:23]=[CH:22][N:21]=[C:20](Cl)[CH:19]=1)([CH3:17])[CH3:16].N1CCC[C@H]1C(O)=O.C(=O)([O-])[O-].[K+].[K+], predict the reaction product. The product is: [Br:1][C:2]1[CH:14]=[CH:13][C:12]2[C:11]3[C:6](=[CH:7][CH:8]=[CH:9][CH:10]=3)[N:5]([C:20]3[CH:19]=[C:18]([CH:15]([CH3:17])[CH3:16])[CH:23]=[CH:22][N:21]=3)[C:4]=2[CH:3]=1. (3) Given the reactants [O:1]=[C:2]1[C:11]2[C:6](=[CH:7][CH:8]=[C:9]([C:12](O)=[O:13])[CH:10]=2)[CH:5]=[CH:4][N:3]1[CH2:15][C:16]1[CH:21]=[CH:20][C:19]([C:22]2[N:23]=[N:24][NH:25][N:26]=2)=[CH:18][CH:17]=1.[CH3:27][O:28][C:29]1[CH:30]=[C:31]([CH:34]=[CH:35][C:36]=1[OH:37])[CH2:32][NH2:33].Cl, predict the reaction product. The product is: [OH:37][C:36]1[CH:35]=[CH:34][C:31]([CH2:32][NH:33][C:12]([C:9]2[CH:10]=[C:11]3[C:6]([CH:5]=[CH:4][N:3]([CH2:15][C:16]4[CH:17]=[CH:18][C:19]([C:22]5[N:26]=[N:25][NH:24][N:23]=5)=[CH:20][CH:21]=4)[C:2]3=[O:1])=[CH:7][CH:8]=2)=[O:13])=[CH:30][C:29]=1[O:28][CH3:27]. (4) Given the reactants [NH2:1][CH2:2][CH2:3][N:4]1[CH2:9][CH2:8][O:7][CH2:6][CH2:5]1.[Cl:10][C:11]1[S:15][C:14]([S:16](Cl)(=[O:18])=[O:17])=[CH:13][CH:12]=1.C(N(CC)CC)C, predict the reaction product. The product is: [N:4]1([CH2:3][CH2:2][NH:1][S:16]([C:14]2[S:15][C:11]([Cl:10])=[CH:12][CH:13]=2)(=[O:18])=[O:17])[CH2:9][CH2:8][O:7][CH2:6][CH2:5]1.